Dataset: Reaction yield outcomes from USPTO patents with 853,638 reactions. Task: Predict the reaction yield, written as a fraction of the theoretical maximum amount of product (1.0 means a 100% yield; for example, 0.34 means a 34% yield). (1) The reactants are [CH3:1][O:2][C:3]1[CH:4]=[N:5][C:6]2[C:11]([CH:12]=1)=[CH:10][C:9]([CH:13]([CH3:21])[C:14]([O:16]C(C)(C)C)=[O:15])=[CH:8][CH:7]=2.[ClH:22]. The catalyst is CCOC(C)=O. The product is [ClH:22].[CH3:1][O:2][C:3]1[CH:4]=[N:5][C:6]2[C:11]([CH:12]=1)=[CH:10][C:9]([CH:13]([CH3:21])[C:14]([OH:16])=[O:15])=[CH:8][CH:7]=2. The yield is 0.999. (2) The catalyst is CN(C=O)C. The reactants are [CH2:1]([O:3][C:4](=[O:18])[C:5]1[CH:10]=[C:9]([N+:11]([O-:13])=[O:12])[CH:8]=[C:7]([N+:14]([O-:16])=[O:15])[C:6]=1[CH3:17])[CH3:2].CO[CH:21]([N:24]([CH3:26])[CH3:25])OC. The product is [CH2:1]([O:3][C:4](=[O:18])[C:5]1[CH:10]=[C:9]([N+:11]([O-:13])=[O:12])[CH:8]=[C:7]([N+:14]([O-:16])=[O:15])[C:6]=1[CH:17]=[CH:21][N:24]([CH3:26])[CH3:25])[CH3:2]. The yield is 0.480. (3) The reactants are [CH3:1][N:2]1[CH2:7][CH2:6][C:5]2([CH2:16][C:15]3[C:10](=[N:11][CH:12]=[C:13](/[CH:17]=[CH:18]/[C:19]([O:21]CC)=[O:20])[CH:14]=3)[NH:9][C:8]2=[O:24])[CH2:4][CH2:3]1.[OH-].[Na+].C(Cl)[Cl:28].CO. The product is [ClH:28].[CH3:1][N:2]1[CH2:3][CH2:4][C:5]2([CH2:16][C:15]3[C:10](=[N:11][CH:12]=[C:13](/[CH:17]=[CH:18]/[C:19]([OH:21])=[O:20])[CH:14]=3)[NH:9][C:8]2=[O:24])[CH2:6][CH2:7]1. The catalyst is C(Cl)Cl.CCO. The yield is 0.480. (4) The reactants are [Cl:1][C:2]1[C:7]([CH2:8][C:9]2[CH:14]=[CH:13][C:12]([CH2:15][CH3:16])=[CH:11][CH:10]=2)=[CH:6][C:5]([CH:17]2[C@H:22]([O:23][CH2:24][C:25]3[CH:30]=[CH:29][CH:28]=[CH:27][CH:26]=3)[C@@H:21]([O:31][CH2:32][C:33]3[CH:38]=[CH:37][CH:36]=[CH:35][CH:34]=3)[C@H:20]([O:39][CH2:40][C:41]3[CH:46]=[CH:45][CH:44]=[CH:43][CH:42]=3)[C@@H:19]([CH2:47][O:48][CH2:49][C:50]3[CH:55]=[CH:54][CH:53]=[CH:52][CH:51]=3)[O:18]2)=[C:4]([CH:56]=[CH2:57])[C:3]=1[OH:58].[CH2:59](Br)[CH:60]=[CH2:61].C([O-])([O-])=O.[K+].[K+]. The catalyst is CC(C)=O. The product is [CH2:61]([O:58][C:3]1[C:4]([CH:56]=[CH2:57])=[C:5]([CH:17]2[C@H:22]([O:23][CH2:24][C:25]3[CH:30]=[CH:29][CH:28]=[CH:27][CH:26]=3)[C@@H:21]([O:31][CH2:32][C:33]3[CH:38]=[CH:37][CH:36]=[CH:35][CH:34]=3)[C@H:20]([O:39][CH2:40][C:41]3[CH:42]=[CH:43][CH:44]=[CH:45][CH:46]=3)[C@@H:19]([CH2:47][O:48][CH2:49][C:50]3[CH:51]=[CH:52][CH:53]=[CH:54][CH:55]=3)[O:18]2)[CH:6]=[C:7]([CH2:8][C:9]2[CH:10]=[CH:11][C:12]([CH2:15][CH3:16])=[CH:13][CH:14]=2)[C:2]=1[Cl:1])[CH:60]=[CH2:59]. The yield is 0.370. (5) The reactants are [C:1]([O:5][C:6]([NH:8][C@H:9]1[CH2:13][CH2:12][C@@:11]([CH2:17][CH3:18])([C:14]([OH:16])=O)[CH2:10]1)=[O:7])([CH3:4])([CH3:3])[CH3:2].Cl.Cl.[F:21][C:22]([F:36])([F:35])[C:23]1[CH:28]=[CH:27][N:26]=[C:25]([N:29]2[CH2:34][CH2:33][NH:32][CH2:31][CH2:30]2)[CH:24]=1.C(N(CC)CC)C. The catalyst is CN(C=O)C. The product is [C:1]([O:5][C:6](=[O:7])[NH:8][C@H:9]1[CH2:13][CH2:12][C@@:11]([CH2:17][CH3:18])([C:14]([N:32]2[CH2:33][CH2:34][N:29]([C:25]3[CH:24]=[C:23]([C:22]([F:36])([F:21])[F:35])[CH:28]=[CH:27][N:26]=3)[CH2:30][CH2:31]2)=[O:16])[CH2:10]1)([CH3:2])([CH3:3])[CH3:4]. The yield is 0.729. (6) The reactants are [C:1]([O:5][C:6]([N:8]1[C@@H:13]([C@@H:14]([OH:28])[C@@H:15]([N+:25]([O-])=O)[CH2:16][C:17]2[CH:22]=[C:21]([F:23])[CH:20]=[C:19]([Br:24])[CH:18]=2)[CH2:12][O:11][C@@H:10]([O:29][CH2:30][C:31]([CH3:34])([CH3:33])[CH3:32])[C@@H:9]1[CH3:35])=[O:7])([CH3:4])([CH3:3])[CH3:2]. The catalyst is C(O)(=O)C.[Zn]. The product is [C:1]([O:5][C:6]([N:8]1[C@@H:13]([C@@H:14]([OH:28])[C@@H:15]([NH2:25])[CH2:16][C:17]2[CH:22]=[C:21]([F:23])[CH:20]=[C:19]([Br:24])[CH:18]=2)[CH2:12][O:11][C@@H:10]([O:29][CH2:30][C:31]([CH3:34])([CH3:33])[CH3:32])[C@@H:9]1[CH3:35])=[O:7])([CH3:2])([CH3:4])[CH3:3]. The yield is 0.995. (7) The reactants are [O:1]=[C:2]1[CH:7]=[CH:6][N:5]([C:8]2[CH:13]=[CH:12][CH:11]=[C:10]([C:14]([F:17])([F:16])[F:15])[CH:9]=2)[N:4]=[C:3]1[C:18]([NH:20][NH2:21])=O.CO[CH:24](OC)[N:25]([CH3:27])C.C(O)(=O)C.N[C:35]1[CH:40]=[CH:39]C=[CH:37][CH:36]=1. The catalyst is C(#N)C. The product is [C:24]1([N:25]2[CH:27]=[N:21][N:20]=[C:18]2[C:3]2[C:2](=[O:1])[CH:7]=[CH:6][N:5]([C:8]3[CH:13]=[CH:12][CH:11]=[C:10]([C:14]([F:17])([F:16])[F:15])[CH:9]=3)[N:4]=2)[CH:39]=[CH:40][CH:35]=[CH:36][CH:37]=1. The yield is 0.530. (8) The reactants are [NH2:1][C:2]1[O:6][N:5]=[C:4]([C:7]2[CH:12]=[CH:11][CH:10]=[C:9]([F:13])[CH:8]=2)[C:3]=1[C:14]([OH:16])=O.Cl.C(N=C=NCCCN(C)C)C.[Cl:29][C:30]1[CH:31]=[C:32]([N:37]2[CH2:42][CH2:41][NH:40][CH2:39][CH2:38]2)[CH:33]=[CH:34][C:35]=1[Cl:36]. The catalyst is ClCCl. The product is [NH2:1][C:2]1[O:6][N:5]=[C:4]([C:7]2[CH:12]=[CH:11][CH:10]=[C:9]([F:13])[CH:8]=2)[C:3]=1[C:14]([N:40]1[CH2:39][CH2:38][N:37]([C:32]2[CH:33]=[CH:34][C:35]([Cl:36])=[C:30]([Cl:29])[CH:31]=2)[CH2:42][CH2:41]1)=[O:16]. The yield is 0.740. (9) The reactants are C([O:4][C:5]1[CH:10]=[C:9]([CH3:11])[CH:8]=[CH:7][C:6]=1[C:12]1[C:17]([CH:18]([O:24][C:25]([CH3:28])([CH3:27])[CH3:26])[C:19]([O:21][CH2:22][CH3:23])=[O:20])=[C:16]([CH3:29])[N:15]=[C:14]2[S:30][C:31]3[CH2:36][CH2:35][CH2:34][CH2:33][C:32]=3[C:13]=12)C=C.CN1C(=O)CC(=O)N(C)C1=O. The catalyst is ClCCl.C1(P(C2C=CC=CC=2)C2C=CC=CC=2)C=CC=CC=1.C1(P(C2C=CC=CC=2)C2C=CC=CC=2)C=CC=CC=1.C1(P(C2C=CC=CC=2)C2C=CC=CC=2)C=CC=CC=1.C1(P(C2C=CC=CC=2)C2C=CC=CC=2)C=CC=CC=1.[Pd]. The product is [C:25]([O:24][CH:18]([C:17]1[C:12]([C:6]2[CH:7]=[CH:8][C:9]([CH3:11])=[CH:10][C:5]=2[OH:4])=[C:13]2[C:32]3[CH2:33][CH2:34][CH2:35][CH2:36][C:31]=3[S:30][C:14]2=[N:15][C:16]=1[CH3:29])[C:19]([O:21][CH2:22][CH3:23])=[O:20])([CH3:28])([CH3:26])[CH3:27]. The yield is 0.630. (10) The reactants are [OH:1][C:2]1[CH:3]=[C:4]([CH3:10])[C:5](C#N)=[N:6][CH:7]=1.[C:11](=[O:14])([O-])[O-:12].[Cs+].[Cs+].FC(F)(F)S(O[CH2:23][C:24]([F:27])([F:26])[F:25])(=O)=O. The catalyst is CN(C=O)C.O.CCOC(C)=O. The product is [CH3:10][C:4]1[C:5]([C:11]([OH:12])=[O:14])=[N:6][CH:7]=[C:2]([O:1][CH2:23][C:24]([F:27])([F:26])[F:25])[CH:3]=1. The yield is 0.880.